The task is: Predict the product of the given reaction.. This data is from Forward reaction prediction with 1.9M reactions from USPTO patents (1976-2016). (1) Given the reactants C(O[BH-](OC(=O)C)OC(=O)C)(=O)C.[Na+].[CH2:15]([O:17][CH:18]([O:21][CH2:22][CH3:23])[CH2:19][NH2:20])[CH3:16].[CH:24](=O)[C:25]([CH3:28])([CH3:27])[CH3:26].C(=O)(O)[O-].[Na+], predict the reaction product. The product is: [CH2:15]([O:17][CH:18]([O:21][CH2:22][CH3:23])[CH2:19][NH:20][CH2:24][C:25]([CH3:28])([CH3:27])[CH3:26])[CH3:16]. (2) Given the reactants [OH:1][CH:2]([CH3:14])[CH2:3][NH:4][C:5](=[O:13])[C:6]1[CH:11]=[CH:10][CH:9]=[C:8]([I:12])[CH:7]=1.CC(OI1(OC(C)=O)(OC(C)=O)OC(=O)C2C=CC=CC1=2)=O.C(=O)(O)[O-].[Na+], predict the reaction product. The product is: [I:12][C:8]1[CH:7]=[C:6]([CH:11]=[CH:10][CH:9]=1)[C:5]([NH:4][CH2:3][C:2](=[O:1])[CH3:14])=[O:13]. (3) Given the reactants BrC1C=C(C)C(C(N2CCC(N3CCCC3)CC2)=O)=C(C)C=1.[CH3:23][C:24]1[C:29]([C:30]([N:32]2[CH2:37][CH2:36][CH:35]([N:38]3[CH2:42][CH2:41][CH2:40][CH2:39]3)[CH2:34][CH2:33]2)=[O:31])=[C:28]([CH3:43])[N:27]=[C:26]([C:44]2[CH:45]=[N:46][CH:47]=[C:48]([C:50]([F:53])([F:52])[F:51])[CH:49]=2)[CH:25]=1.N1CCC(N2CCC[C@H]2[CH2:65][O:66][C:67](=[O:74])[C:68]2[CH:73]=[CH:72][CH:71]=[CH:70][CH:69]=2)CC1, predict the reaction product. The product is: [CH3:23][C:24]1[C:29]([C:30]([N:32]2[CH2:37][CH2:36][CH:35]([N:38]3[CH2:39][CH2:40][CH2:41][C@H:42]3[CH2:65][O:66][C:67](=[O:74])[C:68]3[CH:73]=[CH:72][CH:71]=[CH:70][CH:69]=3)[CH2:34][CH2:33]2)=[O:31])=[C:28]([CH3:43])[N:27]=[C:26]([C:44]2[CH:45]=[N:46][CH:47]=[C:48]([C:50]([F:52])([F:53])[F:51])[CH:49]=2)[CH:25]=1. (4) The product is: [N:35]([C:2]1[N:7]=[CH:6][N:5]=[C:4]([O:8][C:9]2[CH:14]=[CH:13][C:12]([NH:15][C:16]([NH:18][C:19]3[CH:24]=[C:23]([C:25]([F:28])([F:27])[F:26])[CH:22]=[C:21]([CH2:29][N:30]([CH2:33][CH3:34])[CH2:31][CH3:32])[CH:20]=3)=[O:17])=[CH:11][CH:10]=2)[CH:3]=1)=[N+:36]=[N-:37]. Given the reactants Cl[C:2]1[N:7]=[CH:6][N:5]=[C:4]([O:8][C:9]2[CH:14]=[CH:13][C:12]([NH:15][C:16]([NH:18][C:19]3[CH:24]=[C:23]([C:25]([F:28])([F:27])[F:26])[CH:22]=[C:21]([CH2:29][N:30]([CH2:33][CH3:34])[CH2:31][CH3:32])[CH:20]=3)=[O:17])=[CH:11][CH:10]=2)[CH:3]=1.[N-:35]=[N+:36]=[N-:37].[Na+], predict the reaction product.